Dataset: Full USPTO retrosynthesis dataset with 1.9M reactions from patents (1976-2016). Task: Predict the reactants needed to synthesize the given product. (1) Given the product [O:25]=[S:17]1(=[O:26])[C:18]2[CH:24]=[CH:23][CH:22]=[CH:21][C:19]=2[CH2:20][N:14]([C:4]2[CH:3]=[C:2](/[CH:29]=[CH:28]/[C:27]([O:31][CH2:32][CH3:33])=[O:30])[C:11]3[C:6](=[CH:7][CH:8]=[C:9]([CH2:12][CH3:13])[CH:10]=3)[N:5]=2)[CH2:15][CH2:16]1, predict the reactants needed to synthesize it. The reactants are: Cl[C:2]1[C:11]2[C:6](=[CH:7][CH:8]=[C:9]([CH2:12][CH3:13])[CH:10]=2)[N:5]=[C:4]([N:14]2[CH2:20][C:19]3[CH:21]=[CH:22][CH:23]=[CH:24][C:18]=3[S:17](=[O:26])(=[O:25])[CH2:16][CH2:15]2)[CH:3]=1.[C:27]([O:31][CH2:32][CH3:33])(=[O:30])[CH:28]=[CH2:29].C(N(CC)CC)C.CN(C)C=O. (2) Given the product [Br:1][C:2]1[CH:11]=[C:10]2[C:5]([CH:6]=[CH:7][C:8]([NH2:13])=[N:9]2)=[N:4][CH:3]=1, predict the reactants needed to synthesize it. The reactants are: [Br:1][C:2]1[CH:11]=[C:10]2[C:5]([CH:6]=[CH:7][C:8](Cl)=[N:9]2)=[N:4][CH:3]=1.[NH3:13].O. (3) Given the product [Br:1][C:2]1[C:3]([N:23]2[CH2:27][CH2:26][O:25][C:24]2=[O:28])=[CH:4][C:5]2[O:9][C:8]([C:10]3[CH:11]=[CH:12][C:13]([F:16])=[CH:14][CH:15]=3)=[C:7]([C:17]([OH:19])=[O:18])[C:6]=2[CH:22]=1, predict the reactants needed to synthesize it. The reactants are: [Br:1][C:2]1[C:3]([N:23]2[CH2:27][CH2:26][O:25][C:24]2=[O:28])=[CH:4][C:5]2[O:9][C:8]([C:10]3[CH:15]=[CH:14][C:13]([F:16])=[CH:12][CH:11]=3)=[C:7]([C:17]([O:19]CC)=[O:18])[C:6]=2[CH:22]=1.[Li+].[OH-]. (4) Given the product [CH2:13]([C:15]1[CH:30]=[C:29]([C:31]2[N:35]=[C:34]([C:36]3[S:37][C:38]([CH:43]=[O:44])=[C:39]([CH2:40][CH3:41])[CH:42]=3)[O:33][N:32]=2)[CH:28]=[C:27]([CH3:45])[C:16]=1[O:17][CH2:18][C@@H:19]([OH:26])[CH2:20][NH:21][C:22](=[O:25])[CH2:23][OH:24])[CH3:14], predict the reactants needed to synthesize it. The reactants are: C(C1C=C(C(O)=O)SC=1C=O)C.[CH2:13]([C:15]1[CH:30]=[C:29]([C:31]2[N:35]=[C:34]([C:36]3[S:37][C:38]([CH:43]=[O:44])=[C:39]([CH3:42])[C:40]=3[CH3:41])[O:33][N:32]=2)[CH:28]=[C:27]([CH3:45])[C:16]=1[O:17][CH2:18][C@@H:19]([OH:26])[CH2:20][NH:21][C:22](=[O:25])[CH2:23][OH:24])[CH3:14].